This data is from Forward reaction prediction with 1.9M reactions from USPTO patents (1976-2016). The task is: Predict the product of the given reaction. (1) The product is: [CH3:12][O:13][C:14]1[CH:21]=[CH:20][C:17]([CH2:18][N:19]2[CH:8]3[CH2:9][CH2:10][C:5]2([C:24]#[N:25])[CH2:6][CH2:7]3)=[CH:16][CH:15]=1. Given the reactants CS([CH:5]1[CH2:10][CH2:9][C:8](=O)[CH2:7][CH2:6]1)(=O)=O.[CH3:12][O:13][C:14]1[CH:21]=[CH:20][C:17]([CH2:18][NH2:19])=[CH:16][CH:15]=1.CC(C)(O)[C:24]#[N:25].C(N(CC)CC)C, predict the reaction product. (2) Given the reactants [BH4-].[Na+].[F:3][C:4]1([S:20]([C:23]2[CH:28]=[CH:27][C:26]([F:29])=[CH:25][CH:24]=2)(=[O:22])=[O:21])[CH2:9][CH2:8][N:7]([CH2:10][C:11]([C:13]2[CH:18]=[CH:17][C:16]([F:19])=[CH:15][CH:14]=2)=[O:12])[CH2:6][CH2:5]1, predict the reaction product. The product is: [F:3][C:4]1([S:20]([C:23]2[CH:24]=[CH:25][C:26]([F:29])=[CH:27][CH:28]=2)(=[O:21])=[O:22])[CH2:9][CH2:8][N:7]([CH2:10][CH:11]([C:13]2[CH:14]=[CH:15][C:16]([F:19])=[CH:17][CH:18]=2)[OH:12])[CH2:6][CH2:5]1. (3) The product is: [NH:8]1[CH2:9][CH2:10][CH:11]([N:14]2[CH:18]=[N:17][NH:16][C:15]2=[O:19])[CH2:12][CH2:13]1. Given the reactants C1(C[N:8]2[CH2:13][CH2:12][CH:11]([N:14]3[CH:18]=[N:17][NH:16][C:15]3=[O:19])[CH2:10][CH2:9]2)C=CC=CC=1.C1CC=CCC=1.C(O)C, predict the reaction product. (4) Given the reactants [NH2:1][C:2]1[NH:7][C:6](=[O:8])[CH:5]=[C:4]([CH2:9][CH2:10][C:11]2[CH:16]=[CH:15][CH:14]=[C:13]([C:17]3[O:18][CH:19]=[CH:20][CH:21]=3)[CH:12]=2)[N:3]=1.[C:22]([O-:25])([O-])=O.[K+].[K+].[CH2:40](C(Br)COCC(Br)[CH2:40][C:41]1[CH:46]=[CH:45][CH:44]=[CH:43][CH:42]=1)[C:41]1[CH:46]=[CH:45][CH:44]=[CH:43][CH:42]=1.[CH3:49]N(C=O)C, predict the reaction product. The product is: [NH2:1][C:2]1[N:7]([CH2:49][CH2:22][O:25][CH2:40][C:41]2[CH:42]=[CH:43][CH:44]=[CH:45][CH:46]=2)[C:6](=[O:8])[CH:5]=[C:4]([CH2:9][CH2:10][C:11]2[CH:16]=[CH:15][CH:14]=[C:13]([C:17]3[O:18][CH:19]=[CH:20][CH:21]=3)[CH:12]=2)[N:3]=1. (5) The product is: [N:43]1[CH:44]=[CH:45][CH:46]=[C:41]([CH:38]2[CH2:39][CH2:40][N:36]([C:47]([N:4]3[C:5]4[C:10](=[CH:9][CH:8]=[CH:7][CH:6]=4)[N:1]([C:28]([O:34][C:21]([CH3:23])([CH3:53])[CH3:22])=[O:27])[CH2:2][CH2:3]3)=[O:50])[CH2:37]2)[CH:42]=1. Given the reactants [N:1]1(NC(O)=O)[C:10]2[C:5](=[CH:6][CH:7]=[CH:8][CH:9]=2)[NH:4][CH2:3][CH2:2]1.C(N([CH:21]([CH3:23])[CH3:22])CC)(C)C.ClC(Cl)([O:27][C:28](=[O:34])OC(Cl)(Cl)Cl)Cl.[NH:36]1[CH2:40][CH2:39][CH:38]([C:41]2[CH:42]=[N:43][CH:44]=[CH:45][CH:46]=2)[CH2:37]1.[C:47](=[O:50])([O-])O.[Na+].Cl[CH2:53]Cl, predict the reaction product. (6) Given the reactants [F:1][C:2]1[CH:3]=[C:4]([NH2:10])[C:5]([NH2:9])=[CH:6][C:7]=1[F:8].C(Cl)(Cl)Cl.C(N(CC)CC)C.[S:22](Cl)(Cl)=O, predict the reaction product. The product is: [F:1][C:2]1[C:7]([F:8])=[CH:6][C:5]2=[N:9][S:22][N:10]=[C:4]2[CH:3]=1. (7) Given the reactants [N+:1]([O-:4])(O)=[O:2].[Br:5][C:6]1[C:7]([OH:13])=[N:8][C:9]([CH3:12])=[CH:10][CH:11]=1, predict the reaction product. The product is: [Br:5][C:6]1[C:7]([OH:13])=[N:8][C:9]([CH3:12])=[C:10]([N+:1]([O-:4])=[O:2])[CH:11]=1. (8) Given the reactants Br[C:2]1[CH:3]=[C:4]([N:8]2[C:16]3[C:11](=[CH:12][C:13]([C:17]#[N:18])=[CH:14][CH:15]=3)[C:10]([C:19]([O:21][CH3:22])=[O:20])=[N:9]2)[CH:5]=[CH:6][CH:7]=1.[C:23]([C@:25]1([OH:32])[CH2:29][CH2:28][N:27]([CH3:30])[C:26]1=[O:31])#[CH:24], predict the reaction product. The product is: [C:17]([C:13]1[CH:12]=[C:11]2[C:16](=[CH:15][CH:14]=1)[N:8]([C:4]1[CH:5]=[CH:6][CH:7]=[C:2]([C:24]#[C:23][C@:25]3([OH:32])[CH2:29][CH2:28][N:27]([CH3:30])[C:26]3=[O:31])[CH:3]=1)[N:9]=[C:10]2[C:19]([O:21][CH3:22])=[O:20])#[N:18]. (9) The product is: [CH3:17][O:4][C:3](=[O:5])[C@@H:2]([NH2:1])[CH2:6][S:7][CH2:8][C:9]1[CH:10]=[CH:11][C:12]([O:15][CH3:16])=[CH:13][CH:14]=1. Given the reactants [NH2:1][C@@H:2]([CH2:6][S:7][CH2:8][C:9]1[CH:14]=[CH:13][C:12]([O:15][CH3:16])=[CH:11][CH:10]=1)[C:3]([OH:5])=[O:4].[CH3:17][Si](Cl)(C)C, predict the reaction product.